This data is from Catalyst prediction with 721,799 reactions and 888 catalyst types from USPTO. The task is: Predict which catalyst facilitates the given reaction. (1) Reactant: [Br:1][C:2]1[C:10]2[S:9][C:8]([NH:11][C@@H:12]3[CH2:17][CH2:16][CH2:15][CH2:14][C@H:13]3[OH:18])=[N:7][C:6]=2[CH:5]=[CH:4][C:3]=1[OH:19].Cl[C:21]1[CH:26]=[CH:25][N:24]=[C:23]([C:27]([NH:29][CH3:30])=[O:28])[CH:22]=1.C(=O)([O-])[O-].[Cs+].[Cs+]. Product: [Br:1][C:2]1[C:10]2[S:9][C:8]([NH:11][C@@H:12]3[CH2:17][CH2:16][CH2:15][CH2:14][C@H:13]3[OH:18])=[N:7][C:6]=2[CH:5]=[CH:4][C:3]=1[O:19][C:21]1[CH:26]=[CH:25][N:24]=[C:23]([C:27]([NH:29][CH3:30])=[O:28])[CH:22]=1. The catalyst class is: 37. (2) Reactant: [CH3:1][O:2][C:3]([C:5]1[N:6]=[C:7]([C:10]2[CH:15]=[CH:14][C:13]([CH2:16][N:17]3C(=O)C4C(=CC=CC=4)C3=O)=[CH:12][CH:11]=2)[NH:8][CH:9]=1)=[O:4].O.NN. Product: [CH3:1][O:2][C:3]([C:5]1[N:6]=[C:7]([C:10]2[CH:15]=[CH:14][C:13]([CH2:16][NH2:17])=[CH:12][CH:11]=2)[NH:8][CH:9]=1)=[O:4]. The catalyst class is: 8. (3) Reactant: [CH3:1][N:2]1[CH2:15][CH2:14][C:5]2[NH:6][C:7]3[CH:8]=[CH:9][C:10]([CH3:13])=[CH:11][C:12]=3[C:4]=2[CH2:3]1.[Br:16][C:17]1[CH:22]=[CH:21][CH:20]=[C:19](Br)[CH:18]=1.[O-]P([O-])([O-])=O.[K+].[K+].[K+].N1CCC[C@H]1C(O)=O. Product: [Br:16][C:17]1[CH:18]=[C:19]([N:6]2[C:7]3[CH:8]=[CH:9][C:10]([CH3:13])=[CH:11][C:12]=3[C:4]3[CH2:3][N:2]([CH3:1])[CH2:15][CH2:14][C:5]2=3)[CH:20]=[CH:21][CH:22]=1. The catalyst class is: 580. (4) Reactant: [C:1]([C:4]1[C:9]([C:10]2[CH:15]=[CH:14][CH:13]=[C:12]([Cl:16])[CH:11]=2)=[N:8][N:7]([CH2:17][CH3:18])[C:6](=[O:19])[C:5]=1[N+:20]([O-])=O)(=[O:3])[CH3:2].N[C:24]1[CH:25]=[CH:26][CH:27]=[C:28]2[C:33]=1[N:32]=[CH:31][CH:30]=[CH:29]2. Product: [C:1]([C:4]1[C:9]([C:10]2[CH:15]=[CH:14][CH:13]=[C:12]([Cl:16])[CH:11]=2)=[N:8][N:7]([CH2:17][CH3:18])[C:6](=[O:19])[C:5]=1[NH:20][C:24]1[CH:25]=[CH:26][CH:27]=[C:28]2[C:33]=1[N:32]=[CH:31][CH:30]=[CH:29]2)(=[O:3])[CH3:2]. The catalyst class is: 8. (5) Reactant: [C:1]([O:5][C:6]([NH:8][C@@H:9]([CH2:20][CH2:21][OH:22])[C:10]([O:12][CH2:13][C:14]1[CH:19]=[CH:18][CH:17]=[CH:16][CH:15]=1)=[O:11])=[O:7])([CH3:4])([CH3:3])[CH3:2].F[B-](F)(F)F.[S:28]1[C:32]2[CH:33]=[CH:34][CH:35]=[CH:36][C:31]=2[S:30][CH+:29]1.N1C=CC=CC=1.C(N(CC)CC)C. Product: [S:28]1[C:32]2[CH:33]=[CH:34][CH:35]=[CH:36][C:31]=2[S:30][CH:29]1[O:22][CH2:21][CH2:20][C@H:9]([NH:8][C:6]([O:5][C:1]([CH3:4])([CH3:3])[CH3:2])=[O:7])[C:10]([O:12][CH2:13][C:14]1[CH:15]=[CH:16][CH:17]=[CH:18][CH:19]=1)=[O:11]. The catalyst class is: 4. (6) Reactant: [NH2:1][C:2]1[CH:15]=[CH:14][C:13]2[S:12][C:11]3[C:6](=[CH:7][CH:8]=[CH:9][CH:10]=3)[C:5](=[O:16])[C:4]=2[CH:3]=1.[C:17](Cl)(=[O:21])[CH2:18][CH2:19][CH3:20].C(N(CC)CC)C. Product: [O:16]=[C:5]1[C:4]2[CH:3]=[C:2]([NH:1][C:17](=[O:21])[CH2:18][CH2:19][CH3:20])[CH:15]=[CH:14][C:13]=2[S:12][C:11]2[C:6]1=[CH:7][CH:8]=[CH:9][CH:10]=2. The catalyst class is: 4. (7) Reactant: C([S:4][CH:5]1[CH2:10][CH2:9][N:8]([CH:11]([C:17]2[CH:22]=[CH:21][CH:20]=[CH:19][C:18]=2[F:23])[C:12]([CH:14]2[CH2:16][CH2:15]2)=[O:13])[CH2:7]/[C:6]/1=[CH:24]\[C:25]1[N:26]([CH2:30][C:31]([O:33][CH2:34][CH3:35])=[O:32])[CH:27]=[CH:28][CH:29]=1)(=O)C.C(=O)([O-])[O-].[K+].[K+]. Product: [CH:14]1([C:12](=[O:13])[CH:11]([N:8]2[CH2:9][CH2:10][CH:5]([SH:4])/[C:6](=[CH:24]/[C:25]3[N:26]([CH2:30][C:31]([O:33][CH2:34][CH3:35])=[O:32])[CH:27]=[CH:28][CH:29]=3)/[CH2:7]2)[C:17]2[CH:22]=[CH:21][CH:20]=[CH:19][C:18]=2[F:23])[CH2:16][CH2:15]1. The catalyst class is: 8. (8) Reactant: [Br:1][C:2]1[CH:3]=[N:4][CH:5]=[C:6]([C:10]=1[CH3:11])[C:7](O)=[O:8].C1N=C[N:14](C(N2C=NC=C2)=O)C=1.[OH-].[NH4+].O. Product: [Br:1][C:2]1[CH:3]=[N:4][CH:5]=[C:6]([C:10]=1[CH3:11])[C:7]([NH2:14])=[O:8]. The catalyst class is: 3.